This data is from Full USPTO retrosynthesis dataset with 1.9M reactions from patents (1976-2016). The task is: Predict the reactants needed to synthesize the given product. (1) Given the product [CH3:24][N:16]([C:13]1[CH:12]=[CH:11][C:10]([C@H:3]2[N:4]3[C@@H:9]([CH2:8][CH2:7][CH2:6][CH2:5]3)[CH2:1][CH2:2]2)=[CH:15][CH:14]=1)[C:17](=[O:20])[CH:18]=[CH2:19], predict the reactants needed to synthesize it. The reactants are: [CH2:1]1[C@H:9]2[N:4]([CH2:5][CH2:6][CH2:7][CH2:8]2)[C@H:3]([C:10]2[CH:15]=[CH:14][C:13]([NH:16][C:17](=[O:20])[CH:18]=[CH2:19])=[CH:12][CH:11]=2)[CH2:2]1.[H-].[Na+].I[CH3:24].[Cl-].[NH4+]. (2) Given the product [Cl:47][C:48]1[CH:65]=[CH:64][CH:63]=[C:62]([Cl:66])[C:49]=1[CH2:50][O:51][C:52]1[CH:53]=[CH:54][C:55]2[N:59]=[C:58]([NH:60][C:28]([CH:25]3[CH2:27][CH2:26]3)=[O:30])[NH:57][C:56]=2[CH:61]=1, predict the reactants needed to synthesize it. The reactants are: F[P-](F)(F)(F)(F)F.CN(C(N(C)C)=[N+]1C2C(=NC=CC=2)[NH+]([O-])N1)C.[CH:25]1([C:28]([OH:30])=O)[CH2:27][CH2:26]1.C(N(C(C)C)CC)(C)C.FC(F)(F)C([O-])=O.[Cl:47][C:48]1[CH:65]=[CH:64][CH:63]=[C:62]([Cl:66])[C:49]=1[CH2:50][O:51][C:52]1[CH:53]=[CH:54][C:55]2[N:59]=[C:58]([NH3+:60])[NH:57][C:56]=2[CH:61]=1. (3) Given the product [ClH:1].[NH2:2][C:3](=[O:33])[C@H:4]([NH:11][C:12](=[O:32])[CH2:13][C:14]([NH:16][C:17]1[CH:22]=[CH:21][C:20]([O:23][C:24]2[CH:29]=[CH:28][N:27]=[C:26]([NH2:30])[CH:25]=2)=[C:19]([F:31])[CH:18]=1)=[O:15])[C:5]1[CH:6]=[CH:7][CH:8]=[CH:9][CH:10]=1, predict the reactants needed to synthesize it. The reactants are: [ClH:1].[NH2:2][C:3](=[O:33])[C@@H:4]([NH:11][C:12](=[O:32])[CH2:13][C:14]([NH:16][C:17]1[CH:22]=[CH:21][C:20]([O:23][C:24]2[CH:29]=[CH:28][N:27]=[C:26]([NH2:30])[CH:25]=2)=[C:19]([F:31])[CH:18]=1)=[O:15])[C:5]1[CH:10]=[CH:9][CH:8]=[CH:7][CH:6]=1.Cl.N[C@H](C1C=CC=CC=1)C(N)=O. (4) Given the product [Cl:1][C:2]1[C:11]([CH2:12][OH:13])=[CH:10][C:9]2[C:4](=[CH:5][C:6]([F:14])=[CH:7][CH:8]=2)[N:3]=1, predict the reactants needed to synthesize it. The reactants are: [Cl:1][C:2]1[C:11]([CH:12]=[O:13])=[CH:10][C:9]2[C:4](=[CH:5][C:6]([F:14])=[CH:7][CH:8]=2)[N:3]=1.[BH4-].[BH4-].[BH4-].[BH4-].[Na+].[Na+].[Na+].[Na+].[Cl-].[NH4+]. (5) Given the product [CH2:44]([O:43][C:41]([C:38]1[S:37][C:36]([C:21]2[CH:20]=[CH:19][C:18]([C:17]3[O:16][N:15]=[C:14]([CH3:33])[C:13]=3[NH:12][C:11]([O:10][CH:8]([C:3]3[CH:4]=[CH:5][CH:6]=[CH:7][C:2]=3[Cl:1])[CH3:9])=[O:34])=[CH:23][CH:22]=2)=[N:40][CH:39]=1)=[O:42])[CH3:45], predict the reactants needed to synthesize it. The reactants are: [Cl:1][C:2]1[CH:7]=[CH:6][CH:5]=[CH:4][C:3]=1[CH:8]([O:10][C:11](=[O:34])[NH:12][C:13]1[C:14]([CH3:33])=[N:15][O:16][C:17]=1[C:18]1[CH:23]=[CH:22][C:21](B2OC(C)(C)C(C)(C)O2)=[CH:20][CH:19]=1)[CH3:9].Br[C:36]1[S:37][C:38]([C:41]([O:43][CH2:44][CH3:45])=[O:42])=[CH:39][N:40]=1. (6) Given the product [C:2]([O:7][CH2:18][C:12]1[C:11]([CH3:19])=[C:10]([O:9][CH2:8][CH:5]2[CH2:6][O:7][C:2]([CH3:20])([CH3:1])[O:3][CH2:4]2)[C:15]([CH3:16])=[CH:14][N:13]=1)(=[O:3])[CH3:1], predict the reactants needed to synthesize it. The reactants are: [CH3:1][C:2]1([CH3:20])[O:7][CH2:6][CH:5]([CH2:8][O:9][C:10]2[C:15]([CH3:16])=[CH:14][N+:13]([O-])=[C:12]([CH3:18])[C:11]=2[CH3:19])[CH2:4][O:3]1. (7) Given the product [CH2:1]([O:8][C:9]1[CH:14]=[C:13]([NH2:15])[CH:12]=[CH:11][C:10]=1[O:18][CH3:19])[C:2]1[CH:3]=[CH:4][CH:5]=[CH:6][CH:7]=1, predict the reactants needed to synthesize it. The reactants are: [CH2:1]([O:8][C:9]1[CH:14]=[C:13]([N+:15]([O-])=O)[CH:12]=[CH:11][C:10]=1[O:18][CH3:19])[C:2]1[CH:7]=[CH:6][CH:5]=[CH:4][CH:3]=1.C(OCC)(=O)C.O.[Sn](Cl)Cl.C(=O)(O)[O-].[Na+]. (8) Given the product [C:9]1([CH:6]([CH2:7][CH3:8])[CH2:5][C@H:2]2[CH2:3][O:4][C:16]([NH2:15])=[N:1]2)[CH:10]=[CH:11][CH:12]=[CH:13][CH:14]=1, predict the reactants needed to synthesize it. The reactants are: [NH2:1][C@@H:2]([CH2:5][CH:6]([C:9]1[CH:14]=[CH:13][CH:12]=[CH:11][CH:10]=1)[CH2:7][CH3:8])[CH2:3][OH:4].[N:15]#[C:16]Br. (9) Given the product [CH3:33][C:30]([O:29][C:27]([N:24]1[CH2:25][CH2:26][CH:21]([NH:20][C:2]2[C:7]([C:8]([O:10][CH2:11][CH3:12])=[O:9])=[C:6]([CH2:13][CH3:14])[N:5]=[C:4]3[N:15]([CH2:18][CH3:19])[N:16]=[CH:17][C:3]=23)[CH2:22][CH2:23]1)=[O:28])([CH3:31])[CH3:32], predict the reactants needed to synthesize it. The reactants are: Cl[C:2]1[C:7]([C:8]([O:10][CH2:11][CH3:12])=[O:9])=[C:6]([CH2:13][CH3:14])[N:5]=[C:4]2[N:15]([CH2:18][CH3:19])[N:16]=[CH:17][C:3]=12.[NH2:20][CH:21]1[CH2:26][CH2:25][N:24]([C:27]([O:29][C:30]([CH3:33])([CH3:32])[CH3:31])=[O:28])[CH2:23][CH2:22]1.CCN(C(C)C)C(C)C.[Cl-].[Li+].